Dataset: Full USPTO retrosynthesis dataset with 1.9M reactions from patents (1976-2016). Task: Predict the reactants needed to synthesize the given product. (1) The reactants are: [OH:1][CH2:2][C:3]1([CH3:14])[CH2:6][N:5]([C:7]([O:9][C:10]([CH3:13])([CH3:12])[CH3:11])=[O:8])[CH2:4]1.[Cl:15][C:16]1[C:17](F)=[CH:18][C:19]([F:29])=[C:20]([CH:28]=1)[C:21]([O:23][C:24]([CH3:27])([CH3:26])[CH3:25])=[O:22]. Given the product [C:24]([O:23][C:21]([C:20]1[C:19]([F:29])=[CH:18][C:17]([O:1][CH2:2][C:3]2([CH3:14])[CH2:6][N:5]([C:7]([O:9][C:10]([CH3:13])([CH3:12])[CH3:11])=[O:8])[CH2:4]2)=[C:16]([Cl:15])[CH:28]=1)=[O:22])([CH3:27])([CH3:25])[CH3:26], predict the reactants needed to synthesize it. (2) Given the product [CH3:35][C:36]1[CH:37]=[C:38]([CH:41]=[CH:42][CH:43]=1)[CH2:39][NH:40][C:10]([C:3]1[C:4]2[C:9](=[CH:8][CH:7]=[CH:6][CH:5]=2)[NH:1][CH:2]=1)=[O:12], predict the reactants needed to synthesize it. The reactants are: [NH:1]1[C:9]2[C:4](=[CH:5][CH:6]=[CH:7][CH:8]=2)[C:3]([C:10]([OH:12])=O)=[CH:2]1.ON1C2C=CC=CC=2N=N1.CCN=C=NCCCN(C)C.Cl.[CH3:35][C:36]1[CH:37]=[C:38]([CH:41]=[CH:42][CH:43]=1)[CH2:39][NH2:40]. (3) Given the product [OH:5][C:6]1[CH:7]=[CH:8][C:9]([C:10]([O:12][CH3:13])=[O:11])=[CH:14][C:15]=1[C:24]([CH3:28])([CH:25]=[CH2:20])[CH3:23], predict the reactants needed to synthesize it. The reactants are: CC(C)=CC[O:5][C:6]1[CH:15]=[CH:14][C:9]([C:10]([O:12][CH3:13])=[O:11])=[CH:8][CH:7]=1.C(N(CC)[C:20]1[CH:25]=[CH:24][CH:23]=CC=1)C.[CH3:28]/C(/O[Si](C)(C)C)=N\[Si](C)(C)C. (4) Given the product [ClH:1].[NH:8]([CH2:13][C:14]([OH:16])=[O:15])[CH2:9][C:10]([OH:12])=[O:11], predict the reactants needed to synthesize it. The reactants are: [Cl:1]CC(O)=O.N.[Ca+2].[NH:8]([CH2:13][C:14]([O-:16])=[O:15])[CH2:9][C:10]([O-:12])=[O:11].Cl. (5) The reactants are: [NH:1]1[C:10]2[C:5](=[CH:6][CH:7]=[CH:8][CH:9]=2)[CH:4]=[CH:3][C:2]1=[O:11].[H-].[Na+].CS(O[CH2:19][CH2:20][N:21]1[CH2:26][CH2:25][CH:24]([NH:27][C:28]([O:30][C:31]([CH3:34])([CH3:33])[CH3:32])=[O:29])[CH2:23][CH2:22]1)(=O)=O.FC1C=C2C(N=CC(=O)N2CCN2CCC(NC(=O)OC(C)(C)C)CC2)=CC=1. Given the product [O:11]=[C:2]1[CH:3]=[CH:4][C:5]2[C:10](=[CH:9][CH:8]=[CH:7][CH:6]=2)[N:1]1[CH2:19][CH2:20][N:21]1[CH2:26][CH2:25][CH:24]([NH:27][C:28](=[O:29])[O:30][C:31]([CH3:34])([CH3:33])[CH3:32])[CH2:23][CH2:22]1, predict the reactants needed to synthesize it. (6) Given the product [NH2:62][C:61]1[CH:63]=[CH:64][C:58]([S:57][CH:54]2[CH2:56][CH2:55]2)=[C:59]([CH2:65][N:66]([CH3:67])[C:48]([CH:49]([NH:20][C:21]2[CH:22]=[C:23]3[C:28](=[CH:29][CH:30]=2)[C:27]([N:31]([C:39]([O:41][C:42]([CH3:45])([CH3:44])[CH3:43])=[O:40])[C:32]([O:34][C:35]([CH3:37])([CH3:38])[CH3:36])=[O:33])=[N:26][CH:25]=[C:24]3[F:46])[C:7]2[CH:8]=[C:9]([CH3:10])[C:4]([CH2:3][CH:2]([OH:1])[CH2:15][C:16]([O:18][CH3:19])=[O:17])=[C:5]([CH3:14])[CH:6]=2)=[O:52])[CH:60]=1, predict the reactants needed to synthesize it. The reactants are: [OH:1][CH:2]([CH2:15][C:16]([O:18][CH3:19])=[O:17])[CH2:3][C:4]1[C:9]([CH3:10])=[CH:8][C:7](B(O)O)=[CH:6][C:5]=1[CH3:14].[NH2:20][C:21]1[CH:22]=[C:23]2[C:28](=[CH:29][CH:30]=1)[C:27]([N:31]([C:39]([O:41][C:42]([CH3:45])([CH3:44])[CH3:43])=[O:40])[C:32]([O:34][C:35]([CH3:38])([CH3:37])[CH3:36])=[O:33])=[N:26][CH:25]=[C:24]2[F:46].O.[C:48]([OH:52])(=O)[CH:49]=O.Cl.[CH:54]1([S:57][C:58]2[CH:64]=[CH:63][C:61]([NH2:62])=[CH:60][C:59]=2[CH2:65][NH:66][CH3:67])[CH2:56][CH2:55]1.F[P-](F)(F)(F)(F)F.N1(O[P+](N(C)C)(N(C)C)N(C)C)C2C=CC=CC=2N=N1.